The task is: Regression/Classification. Given a drug SMILES string, predict its absorption, distribution, metabolism, or excretion properties. Task type varies by dataset: regression for continuous measurements (e.g., permeability, clearance, half-life) or binary classification for categorical outcomes (e.g., BBB penetration, CYP inhibition). For this dataset (solubility_aqsoldb), we predict Y.. This data is from Aqueous solubility values for 9,982 compounds from the AqSolDB database. The drug is [Ca+2].[OH-].[OH-]. The Y is -1.91 log mol/L.